This data is from Forward reaction prediction with 1.9M reactions from USPTO patents (1976-2016). The task is: Predict the product of the given reaction. (1) Given the reactants [CH3:1][O:2][C:3]1[CH:8]=[CH:7][C:6]([CH2:9][C:10]([OH:12])=O)=[CH:5][CH:4]=1.[CH2:13]1[C:16]2([CH2:21][CH2:20][NH:19][CH2:18][CH2:17]2)[CH2:15][N:14]1[C:22]([O:24][C:25]([CH3:28])([CH3:27])[CH3:26])=[O:23].C(N(CC)CC)C.CN(C(ON1N=NC2C=CC=NC1=2)=[N+](C)C)C.F[P-](F)(F)(F)(F)F, predict the reaction product. The product is: [CH3:1][O:2][C:3]1[CH:4]=[CH:5][C:6]([CH2:9][C:10]([N:19]2[CH2:20][CH2:21][C:16]3([CH2:15][N:14]([C:22]([O:24][C:25]([CH3:26])([CH3:27])[CH3:28])=[O:23])[CH2:13]3)[CH2:17][CH2:18]2)=[O:12])=[CH:7][CH:8]=1. (2) Given the reactants [CH:1]1([NH:5][C:6]2[CH:11]=[CH:10][CH:9]=[C:8]([O:12][CH3:13])[N:7]=2)[CH2:4][CH2:3][CH2:2]1.CCN(CC)CC.[Cl:21][CH2:22][C:23](Cl)=[O:24], predict the reaction product. The product is: [Cl:21][CH2:22][C:23]([N:5]([CH:1]1[CH2:4][CH2:3][CH2:2]1)[C:6]1[CH:11]=[CH:10][CH:9]=[C:8]([O:12][CH3:13])[N:7]=1)=[O:24].